This data is from Experimentally validated miRNA-target interactions with 360,000+ pairs, plus equal number of negative samples. The task is: Binary Classification. Given a miRNA mature sequence and a target amino acid sequence, predict their likelihood of interaction. (1) Result: 0 (no interaction). The miRNA is mmu-miR-7054-5p with sequence UAGGAAGGUGGUUGGGCUGAGUACU. The protein sequence of the target gene is MWLCALSLISLTACLSLGHPSLPPVVHTVHGKVLGKYVTLEGFSQPVAVFLGVPFAKPPLGSLRFAPPEPAEPWSFVKHTTSYPPLCYQNPEAALRLAELFTNQRKIIPHKFSEDCLYLNIYTPADLTQNSRLPVMVWIHGGGLVIDGASTYDGVPLAVHENVVVVVIQYRLGIWGFFSTEDEHSRGNWGHLDQVAALHWVQDNIANFGGNPGSVTIFGESAGGESVSVLVLSPLAKNLFHRAIAQSSVIFNPCLFGRAARPLAKKIAALAGCKTTTSAAMVHCLRQKTEDELLEVSLKM.... (2) The miRNA is hsa-miR-1193 with sequence GGGAUGGUAGACCGGUGACGUGC. Result: 0 (no interaction). The protein sequence of the target gene is MMCEVMPTINEDTPMSQRGSQSSGSDSDSHFEQLMVNMLDERDRLLDTLRETQESLSLAQQRLQDVIYDRDSLQRQLNSALPQDIESLTGGLAGSKGADPPEFAALTKELNACREQLLEKEEEISELKAERNNTRLLLEHLECLVSRHERSLRMTVVKRQAQSPSGVSSEVEVLKALKSLFEHHKALDEKVRERLRVSLERVSALEEELAAANQEIVALREQNVHIQRKMASSEGSTESEHLEGMEPGQKVHEKRLSNGSIDSTDETSQIVELQELLEKQNYEMAQMKERLAALSSRVGE.... (3) The miRNA is hsa-miR-4659b-3p with sequence UUUCUUCUUAGACAUGGCAGCU. The protein sequence of the target gene is MATEPKKAAAQNSPEDEGLLIVKIEEEEFIHGQDTCLQRSELLKQELCRQLFRQFCYQDSPGPREALSRLRELCCQWLKPEIHTKEQILELLVLEQFLTILPGDLQAWVHEHYPESGEEAVTILEDLERGTDEAVLQVQAHEHGQEIFQKKVSPPGPALNVKLQPVETKAHFDSSEPQLLWDCDNESENSRSMPKLEIFEKIESQRIISGRISGYISEASGESQDICKSAGRVKRQWEKESGESQRLSSAQDEGFGKILTHKNTVRGEIISHDGCERRLNLNSNEFTHQKSCKHGTCDQS.... Result: 0 (no interaction). (4) Result: 0 (no interaction). The protein sequence of the target gene is MVEAIVEFDYQAQHDDELTISVGEIITNIRKEDGGWWEGQINGRRGLFPDNFVREIKKEMKKDPLTNKAPEKPLHEVPSGNSLLSSETILRTNKRGERRRRRCQVAFSYLPQNDDELELKVGDIIEVVGEVEEGWWEGVLNGKTGMFPSNFIKELSGESDELGISQDEQLSKSSLRETTGSESDGGDSSSTKSEGANGTVATAAIQPKKVKGVGFGDIFKDKPIKLRPRSIEVENDFLPVEKTIGKKLPATTATPDSSKTEMDSRTKSKDYCKVIFPYEAQNDDELTIKEGDIVTLINKD.... The miRNA is hsa-miR-6511b-3p with sequence CCUCACCACCCCUUCUGCCUGCA. (5) The protein sequence of the target gene is MVTHSKFPAAGMSRPLDTSLRLKTFSSKSEYQLVVNAVRKLQESGFYWSTVTGGEANLLLSAEPAGTFLIRDSSDQRHFFTLSVKTQSGTKNLRIQCEGGSFSLQSDPRSTQPVPRFDCVLKLVHHYMPAAGAPSFSQPPAEPSSSPSSEVPEQPPAQPLSGNPPRRAYYIYSGGEKIPLVLSRPLSSNVATLQHLCRKTVNGHLDSYEKVTQLPGPIREFLDQYDAPL. Result: 0 (no interaction). The miRNA is mmu-miR-6356 with sequence UCCCCAGAGUCCUAACAAUGA. (6) The miRNA is ssc-miR-221-3p with sequence AGCUACAUUGUCUGCUGGGUUU. The protein sequence of the target gene is MELSLESLGGLHGVTHAQAGELLSPGHARSAAAQHRSLVASGRPGLVAGMASLLDGGGAGGGGAGGAGAAGAAGGGPDFRGELAGPLHPAMGMACEAPGLGGTYTTLTPLQHLPPLAAVADKFHQHAVAGAHGGHPHAHPHPATAPPPPPPQRLAASVSGSFTLMRDERAALASVGHLYGPYGKELPTMGSPLSPLPSALPPALHSAPQPPPPPPLAAYGAPGHLAGDKLLPPAAFEPHAALLGRAEDALARGLPGGGGGAGGGGAAGGAAAGLLAPLGGLAAAGAHGPHSGGGGPGGGG.... Result: 0 (no interaction). (7) The miRNA is mmu-miR-3074-2-3p with sequence UGUUUCAGCUCAGUAGGCAC. The protein sequence of the target gene is MRHSKRTHCPDWDSRESWGHESYSGSHKRKRRSHSSTQENRHCKPHHQFKDSDCHYLEARCLNERDYRDRRYIDEYRNDYCEGYVPRHYHRDVESTYRIHCSKSSVRSRRSSPKRKRNRPCASHQSHSKSHRRKRSRSIEDDEEGHLICQSGDVLRARYEIVDTLGEGAFGKVVECIDHGMDGLHVAVKIVKNVGRYREAARSEIQVLEHLNSTDPNSVFRCVQMLEWFDHHGHVCIVFELLGLSTYDFIKENSFLPFQIDHIRQMAYQICQSINFLHHNKLTHTDLKPENILFVKSDYV.... Result: 0 (no interaction).